The task is: Predict the reaction yield, written as a fraction of the theoretical maximum amount of product (1.0 means a 100% yield; for example, 0.34 means a 34% yield).. This data is from Reaction yield outcomes from USPTO patents with 853,638 reactions. The reactants are Cl.[CH3:2][O:3][NH2:4].CCN(C(C)C)C(C)C.[Cl:14][C:15]1[CH:20]=[C:19]([Cl:21])[CH:18]=[CH:17][C:16]=1[CH2:22]Cl. The catalyst is CN(C=O)C.C(OC(=O)C)C. The product is [Cl:14][C:15]1[CH:20]=[C:19]([Cl:21])[CH:18]=[CH:17][C:16]=1[CH2:22][NH:4][O:3][CH3:2]. The yield is 0.417.